This data is from Forward reaction prediction with 1.9M reactions from USPTO patents (1976-2016). The task is: Predict the product of the given reaction. Given the reactants [CH3:1][O:2][C:3]1[CH:8]=[CH:7][C:6]([CH2:9][OH:10])=[CH:5][C:4]=1[O:11][CH2:12][C:13]1[N:14]=[C:15]([C:20]2[CH:25]=[CH:24][CH:23]=[CH:22][CH:21]=2)[O:16][C:17]=1OC.O[C:27]1[CH:32]=[CH:31][CH:30]=[CH:29][C:28]=1[CH2:33][C:34]([O:36]C)=[O:35].[C:38]1(P(C2C=CC=CC=2)C2C=CC=CC=2)C=CC=CC=1.N(C(OCC)=O)=NC(OCC)=O, predict the reaction product. The product is: [CH3:1][O:2][C:3]1[CH:8]=[CH:7][C:6]([CH2:9][O:10][C:27]2[CH:32]=[CH:31][CH:30]=[CH:29][C:28]=2[CH2:33][C:34]([OH:36])=[O:35])=[CH:5][C:4]=1[O:11][CH2:12][C:13]1[N:14]=[C:15]([C:20]2[CH:21]=[CH:22][CH:23]=[CH:24][CH:25]=2)[O:16][C:17]=1[CH3:38].